This data is from Reaction yield outcomes from USPTO patents with 853,638 reactions. The task is: Predict the reaction yield, written as a fraction of the theoretical maximum amount of product (1.0 means a 100% yield; for example, 0.34 means a 34% yield). (1) The reactants are [CH2:1]([C:5]1[N:6]=[C:7]([CH3:27])[NH:8][C:9](=[O:26])[C:10]=1[CH2:11][C:12]1[CH:17]=[CH:16][C:15]([C:18]2[C:19]([C:24]#[N:25])=[CH:20][CH:21]=[CH:22][CH:23]=2)=[CH:14][CH:13]=1)[CH2:2][CH2:3][CH3:4].[O:28]=[C:29]1[C:37]2[C:32](=[CH:33][C:34](B(O)O)=[CH:35][CH:36]=2)[CH2:31][CH2:30]1.C([N:43](CC)CC)C.N1C=CC=CC=1.[C:54]([O:57]CC)(=[O:56])C. The catalyst is O1CCCC1.C([O-])(=O)C.[Cu+2].C([O-])(=O)C. The product is [CH2:1]([C:5]1[N:6]=[C:7]([CH3:27])[N:8]([C:34]2[CH:33]=[C:32]3[C:37](=[CH:36][CH:35]=2)[CH:29]([OH:28])[CH2:30][CH2:31]3)[C:9](=[O:26])[C:10]=1[CH2:11][C:12]1[CH:17]=[CH:16][C:15]([C:18]2[CH:23]=[CH:22][CH:21]=[CH:20][C:19]=2[C:24]2[NH:43][C:54](=[O:56])[O:57][N:25]=2)=[CH:14][CH:13]=1)[CH2:2][CH2:3][CH3:4]. The yield is 0.180. (2) The reactants are [H-].[Na+].[CH3:3][CH:4]([NH:6][CH2:7][CH:8]([OH:21])[CH2:9][O:10][C:11]1[CH:12]=[CH:13][CH:14]=[C:15]2[CH:20]=[CH:19][CH:18]=[CH:17][C:16]=12)[CH3:5].Cl.COCCOCCOCCOCCOCCBr. The catalyst is C1COCC1. The product is [CH3:5][CH:4]([NH:6][CH2:7][CH:8]([OH:21])[CH2:9][O:10][C:11]1[CH:12]=[CH:13][CH:14]=[C:15]2[CH:20]=[CH:19][CH:18]=[CH:17][C:16]=12)[CH3:3]. The yield is 0.810. (3) The reactants are Cl[C:2]1[CH:7]=[C:6]([Cl:8])[N:5]=[CH:4][N:3]=1.[OH:9][C:10]1[CH:36]=[CH:35][CH:34]=[CH:33][C:11]=1[CH2:12][NH:13][C:14]([NH:16][C:17]1[N:21]([C:22]2[CH:27]=[CH:26][C:25]([CH3:28])=[CH:24][CH:23]=2)[N:20]=[C:19]([C:29]([CH3:32])([CH3:31])[CH3:30])[CH:18]=1)=[O:15].[OH-].[Na+].[Cl-].[NH4+]. The catalyst is CC(C)=O.O. The product is [Cl:8][C:6]1[N:5]=[CH:4][N:3]=[C:2]([O:9][C:10]2[CH:36]=[CH:35][CH:34]=[CH:33][C:11]=2[CH2:12][NH:13][C:14]([NH:16][C:17]2[N:21]([C:22]3[CH:27]=[CH:26][C:25]([CH3:28])=[CH:24][CH:23]=3)[N:20]=[C:19]([C:29]([CH3:31])([CH3:32])[CH3:30])[CH:18]=2)=[O:15])[CH:7]=1. The yield is 0.640. (4) The reactants are [K+].[Cl:2][C:3]1[CH:8]=[CH:7][C:6]([CH2:9][C:10]([NH:12][C:13]2[CH:14]=[C:15]([C:19]([C:21]3[C:29]4[CH:28]=[N:27][CH:26]=[N:25][C:24]=4[N:23]([CH2:30][C:31]([O-])=[O:32])[CH:22]=3)=[O:20])[CH:16]=[N:17][CH:18]=2)=[O:11])=[CH:5][CH:4]=1.Cl.[CH3:35][NH:36][CH3:37].CN(C(ON1N=NC2C=CC=NC1=2)=[N+](C)C)C.F[P-](F)(F)(F)(F)F. The catalyst is N1C=CC=CC=1.C(Cl)Cl. The product is [Cl:2][C:3]1[CH:8]=[CH:7][C:6]([CH2:9][C:10]([NH:12][C:13]2[CH:14]=[C:15]([C:19]([C:21]3[C:29]4[CH:28]=[N:27][CH:26]=[N:25][C:24]=4[N:23]([CH2:30][C:31]([N:36]([CH3:37])[CH3:35])=[O:32])[CH:22]=3)=[O:20])[CH:16]=[N:17][CH:18]=2)=[O:11])=[CH:5][CH:4]=1. The yield is 0.550.